From a dataset of Catalyst prediction with 721,799 reactions and 888 catalyst types from USPTO. Predict which catalyst facilitates the given reaction. Reactant: [OH:1][C:2]1[CH:3]=[C:4]2[C:8](=[CH:9][CH:10]=1)[CH2:7][C@H:6]([NH:11][S:12]([CH:15]([CH3:17])[CH3:16])(=[O:14])=[O:13])[CH2:5]2.Br[C:19]1[CH:24]=[CH:23][C:22]([F:25])=[CH:21][N:20]=1.C(=O)([O-])[O-].[Cs+].[Cs+].CN(C)CC(O)=O. The catalyst class is: 156. Product: [F:25][C:22]1[CH:23]=[CH:24][C:19]([O:1][C:2]2[CH:3]=[C:4]3[C:8](=[CH:9][CH:10]=2)[CH2:7][C@H:6]([NH:11][S:12]([CH:15]([CH3:17])[CH3:16])(=[O:14])=[O:13])[CH2:5]3)=[N:20][CH:21]=1.